This data is from Catalyst prediction with 721,799 reactions and 888 catalyst types from USPTO. The task is: Predict which catalyst facilitates the given reaction. Reactant: [CH2:1]([O:8][C:9]1[CH:14]=[CH:13][C:12]([N:15]2[C:19]([CH3:20])=[C:18]([C:21](O)=[O:22])[N:17]=[C:16]2[C:24]2[CH:29]=[CH:28][C:27]([Cl:30])=[CH:26][C:25]=2[Cl:31])=[CH:11][CH:10]=1)[C:2]1[CH:7]=[CH:6][CH:5]=[CH:4][CH:3]=1.C(Cl)(=O)C(Cl)=O.[CH3:38][C:39]1[CH:40]=[CH:41][C:42]([NH2:45])=[N:43][CH:44]=1. Product: [CH2:1]([O:8][C:9]1[CH:14]=[CH:13][C:12]([N:15]2[C:19]([CH3:20])=[C:18]([C:21]([NH:45][C:42]3[CH:41]=[CH:40][C:39]([CH3:38])=[CH:44][N:43]=3)=[O:22])[N:17]=[C:16]2[C:24]2[CH:29]=[CH:28][C:27]([Cl:30])=[CH:26][C:25]=2[Cl:31])=[CH:11][CH:10]=1)[C:2]1[CH:3]=[CH:4][CH:5]=[CH:6][CH:7]=1. The catalyst class is: 59.